Task: Predict which catalyst facilitates the given reaction.. Dataset: Catalyst prediction with 721,799 reactions and 888 catalyst types from USPTO Reactant: [Cl:1][C:2]1[C:3]2[C:10](I)=[CH:9][N:8]([C@H:12]3[CH2:17][CH2:16][C@H:15]([N:18]4[CH2:23][CH2:22][N:21]([CH3:24])[CH2:20][CH2:19]4)[CH2:14][CH2:13]3)[C:4]=2[N:5]=[CH:6][N:7]=1.[F:25][C:26]1[CH:27]=[C:28](B2OC(C)(C)C(C)(C)O2)[CH:29]=[CH:30][C:31]=1[O:32][C:33]1[CH:38]=[CH:37][CH:36]=[CH:35][CH:34]=1.ClC1C2C(C3C=CC(OC4C=CC=CC=4)=C(C=3)C#N)=CN([C@H]3CC[C@H](N4CCN(C)CC4)CC3)C=2N=CN=1.CO[C@@H]1[C@@H](C(OC)=O)[C@@H]2[C@@H](CN3[C@H](C2)C2NC4C=C(OC)C=CC=4C=2CC3)C[C@H]1OC(C1C=C(OC)C(OC)=C(OC)C=1)=O. Product: [C:33]1([O:32][C:31]2[CH:30]=[CH:29][C:28]([C:10]3[C:3]4[C:2]([Cl:1])=[N:7][CH:6]=[N:5][C:4]=4[N:8]([C@H:12]4[CH2:17][CH2:16][C@H:15]([N:18]5[CH2:23][CH2:22][N:21]([CH3:24])[CH2:20][CH2:19]5)[CH2:14][CH2:13]4)[CH:9]=3)=[CH:27][C:26]=2[F:25])[CH:34]=[CH:35][CH:36]=[CH:37][CH:38]=1. The catalyst class is: 10.